This data is from NCI-60 drug combinations with 297,098 pairs across 59 cell lines. The task is: Regression. Given two drug SMILES strings and cell line genomic features, predict the synergy score measuring deviation from expected non-interaction effect. (1) Drug 1: C1CC(C1)(C(=O)O)C(=O)O.[NH2-].[NH2-].[Pt+2]. Drug 2: CC1=C(N=C(N=C1N)C(CC(=O)N)NCC(C(=O)N)N)C(=O)NC(C(C2=CN=CN2)OC3C(C(C(C(O3)CO)O)O)OC4C(C(C(C(O4)CO)O)OC(=O)N)O)C(=O)NC(C)C(C(C)C(=O)NC(C(C)O)C(=O)NCCC5=NC(=CS5)C6=NC(=CS6)C(=O)NCCC[S+](C)C)O. Cell line: LOX IMVI. Synergy scores: CSS=29.5, Synergy_ZIP=-0.668, Synergy_Bliss=-0.577, Synergy_Loewe=-14.9, Synergy_HSA=1.22. (2) Drug 1: C1C(C(OC1N2C=NC3=C(N=C(N=C32)Cl)N)CO)O. Drug 2: CCCCCOC(=O)NC1=NC(=O)N(C=C1F)C2C(C(C(O2)C)O)O. Cell line: SK-MEL-5. Synergy scores: CSS=2.54, Synergy_ZIP=-1.41, Synergy_Bliss=0.588, Synergy_Loewe=0.603, Synergy_HSA=1.23.